This data is from Peptide-MHC class II binding affinity with 134,281 pairs from IEDB. The task is: Regression. Given a peptide amino acid sequence and an MHC pseudo amino acid sequence, predict their binding affinity value. This is MHC class II binding data. (1) The peptide sequence is YALFYKLDVVPIDNDNTSY. The MHC is H-2-IAb with pseudo-sequence H-2-IAb. The binding affinity (normalized) is 0.179. (2) The peptide sequence is YDNDNPYRTWHYCGS. The MHC is HLA-DQA10501-DQB10303 with pseudo-sequence HLA-DQA10501-DQB10303. The binding affinity (normalized) is 0.350. (3) The peptide sequence is LRKAFDAFDREKSGS. The MHC is HLA-DQA10501-DQB10301 with pseudo-sequence HLA-DQA10501-DQB10301. The binding affinity (normalized) is 0.0259. (4) The peptide sequence is HYLALLVKYAAGDGN. The MHC is HLA-DQA10501-DQB10301 with pseudo-sequence HLA-DQA10501-DQB10301. The binding affinity (normalized) is 0.308.